This data is from NCI-60 drug combinations with 297,098 pairs across 59 cell lines. The task is: Regression. Given two drug SMILES strings and cell line genomic features, predict the synergy score measuring deviation from expected non-interaction effect. (1) Drug 1: CC1=C(C(CCC1)(C)C)C=CC(=CC=CC(=CC(=O)O)C)C. Drug 2: COCCOC1=C(C=C2C(=C1)C(=NC=N2)NC3=CC=CC(=C3)C#C)OCCOC.Cl. Cell line: EKVX. Synergy scores: CSS=13.4, Synergy_ZIP=-7.46, Synergy_Bliss=-2.06, Synergy_Loewe=2.36, Synergy_HSA=3.17. (2) Drug 1: CCC1(CC2CC(C3=C(CCN(C2)C1)C4=CC=CC=C4N3)(C5=C(C=C6C(=C5)C78CCN9C7C(C=CC9)(C(C(C8N6C)(C(=O)OC)O)OC(=O)C)CC)OC)C(=O)OC)O.OS(=O)(=O)O. Drug 2: CS(=O)(=O)OCCCCOS(=O)(=O)C. Cell line: NCI/ADR-RES. Synergy scores: CSS=1.30, Synergy_ZIP=-0.527, Synergy_Bliss=0.859, Synergy_Loewe=-5.73, Synergy_HSA=-1.82. (3) Drug 1: C1=CC(=CC=C1CCCC(=O)O)N(CCCl)CCCl. Drug 2: C1C(C(OC1N2C=NC(=NC2=O)N)CO)O. Cell line: HOP-62. Synergy scores: CSS=43.3, Synergy_ZIP=-0.645, Synergy_Bliss=0.320, Synergy_Loewe=-2.38, Synergy_HSA=-0.100. (4) Drug 1: COC1=C(C=C2C(=C1)N=CN=C2NC3=CC(=C(C=C3)F)Cl)OCCCN4CCOCC4. Drug 2: CCCCCOC(=O)NC1=NC(=O)N(C=C1F)C2C(C(C(O2)C)O)O. Cell line: M14. Synergy scores: CSS=7.03, Synergy_ZIP=-3.74, Synergy_Bliss=0.283, Synergy_Loewe=-8.47, Synergy_HSA=-0.321. (5) Drug 1: C1=CN(C(=O)N=C1N)C2C(C(C(O2)CO)O)O.Cl. Drug 2: CC(C)CN1C=NC2=C1C3=CC=CC=C3N=C2N. Cell line: HS 578T. Synergy scores: CSS=16.8, Synergy_ZIP=2.44, Synergy_Bliss=2.09, Synergy_Loewe=-3.60, Synergy_HSA=-0.190. (6) Drug 1: COC1=NC(=NC2=C1N=CN2C3C(C(C(O3)CO)O)O)N. Drug 2: CCCCCOC(=O)NC1=NC(=O)N(C=C1F)C2C(C(C(O2)C)O)O. Cell line: HS 578T. Synergy scores: CSS=1.24, Synergy_ZIP=-0.637, Synergy_Bliss=-2.29, Synergy_Loewe=-1.01, Synergy_HSA=-2.43. (7) Drug 1: C1=CN(C(=O)N=C1N)C2C(C(C(O2)CO)O)O.Cl. Drug 2: CC1CCC2CC(C(=CC=CC=CC(CC(C(=O)C(C(C(=CC(C(=O)CC(OC(=O)C3CCCCN3C(=O)C(=O)C1(O2)O)C(C)CC4CCC(C(C4)OC)O)C)C)O)OC)C)C)C)OC. Cell line: MCF7. Synergy scores: CSS=6.62, Synergy_ZIP=-0.957, Synergy_Bliss=0.743, Synergy_Loewe=-1.05, Synergy_HSA=-1.60. (8) Drug 1: CS(=O)(=O)OCCCCOS(=O)(=O)C. Drug 2: N.N.Cl[Pt+2]Cl. Cell line: SNB-75. Synergy scores: CSS=24.5, Synergy_ZIP=-10.7, Synergy_Bliss=-2.29, Synergy_Loewe=-3.10, Synergy_HSA=0.388. (9) Drug 1: C1C(C(OC1N2C=C(C(=O)NC2=O)F)CO)O. Drug 2: C#CCC(CC1=CN=C2C(=N1)C(=NC(=N2)N)N)C3=CC=C(C=C3)C(=O)NC(CCC(=O)O)C(=O)O. Cell line: HCC-2998. Synergy scores: CSS=49.8, Synergy_ZIP=-9.76, Synergy_Bliss=-9.91, Synergy_Loewe=0.158, Synergy_HSA=1.25. (10) Drug 1: C1=CC(=C2C(=C1NCCNCCO)C(=O)C3=C(C=CC(=C3C2=O)O)O)NCCNCCO. Drug 2: CN(CCCl)CCCl.Cl. Cell line: HL-60(TB). Synergy scores: CSS=82.7, Synergy_ZIP=3.54, Synergy_Bliss=2.89, Synergy_Loewe=-2.43, Synergy_HSA=3.60.